From a dataset of Forward reaction prediction with 1.9M reactions from USPTO patents (1976-2016). Predict the product of the given reaction. (1) Given the reactants [Cl:1][C:2]1[CH:7]=[CH:6][C:5]([S:8]([NH:11][C@@H:12]2[CH2:16][CH2:15][CH2:14][C@@H:13]2[CH2:17][OH:18])(=[O:10])=[O:9])=[CH:4][CH:3]=1.C(=O)([O-])[O-].[Cs+].[Cs+].Br[CH2:26][C:27]1[CH:32]=[CH:31][C:30]([C:33]2[O:34][CH:35]=[CH:36][N:37]=2)=[CH:29][CH:28]=1.ClC1C=CC(S(N(CC2C=CC(C#N)=CC=2)[C@@H]2CCC[C@H]2CO)(=O)=O)=CC=1, predict the reaction product. The product is: [Cl:1][C:2]1[CH:7]=[CH:6][C:5]([S:8]([N:11]([C@@H:12]2[CH2:16][CH2:15][CH2:14][C@@H:13]2[CH2:17][OH:18])[CH2:26][C:27]2[CH:28]=[CH:29][C:30]([C:33]3[O:34][CH:35]=[CH:36][N:37]=3)=[CH:31][CH:32]=2)(=[O:9])=[O:10])=[CH:4][CH:3]=1. (2) Given the reactants [CH2:1]([N:3]1[CH:7]=[C:6]([C:8]2[CH:13]=[CH:12][N:11]=[C:10]3[NH:14][CH:15]=[CH:16][C:9]=23)[C:5]([C:17]2[CH:23]=[CH:22][C:20]([NH2:21])=[CH:19][CH:18]=2)=[N:4]1)[CH3:2].N1C=CC=CC=1.[CH:30]([N:33]=[C:34]=[O:35])([CH3:32])[CH3:31].O, predict the reaction product. The product is: [CH2:1]([N:3]1[CH:7]=[C:6]([C:8]2[CH:13]=[CH:12][N:11]=[C:10]3[NH:14][CH:15]=[CH:16][C:9]=23)[C:5]([C:17]2[CH:23]=[CH:22][C:20]([NH:21][C:34]([NH:33][CH:30]([CH3:32])[CH3:31])=[O:35])=[CH:19][CH:18]=2)=[N:4]1)[CH3:2]. (3) Given the reactants Cl.[OH:2][CH2:3][C:4]1[N:5]=[CH:6][NH:7][CH:8]=1.C(N(CC)CC)C.[C:16]1([C:22](Cl)([C:29]2[CH:34]=[CH:33][CH:32]=[CH:31][CH:30]=2)[C:23]2[CH:28]=[CH:27][CH:26]=[CH:25][CH:24]=2)[CH:21]=[CH:20][CH:19]=[CH:18][CH:17]=1, predict the reaction product. The product is: [C:22]([N:7]1[CH:8]=[C:4]([CH2:3][OH:2])[N:5]=[CH:6]1)([C:16]1[CH:21]=[CH:20][CH:19]=[CH:18][CH:17]=1)([C:29]1[CH:30]=[CH:31][CH:32]=[CH:33][CH:34]=1)[C:23]1[CH:24]=[CH:25][CH:26]=[CH:27][CH:28]=1. (4) Given the reactants [CH3:1][C:2]1[C:10]([CH3:11])=[CH:9][C:5]2[NH:6][N:7]=[N:8][C:4]=2[CH:3]=1.[OH-].[Na+].[Cl:14][CH2:15][CH2:16][CH2:17][CH2:18]Br, predict the reaction product. The product is: [Cl:14][CH2:15][CH2:16][CH2:17][CH2:18][N:8]1[C:4]2[CH:3]=[C:2]([CH3:1])[C:10]([CH3:11])=[CH:9][C:5]=2[N:6]=[N:7]1. (5) Given the reactants [N:1]1[CH:6]=[CH:5][CH:4]=[C:3]([CH2:7][N:8]2[C:16]3[CH:15]=[CH:14][CH:13]=[C:12]([NH2:17])[C:11]=3[CH:10]=[N:9]2)[CH:2]=1.[Li+].C[Si]([N-][Si](C)(C)C)(C)C.[CH3:28][N:29]1[CH2:34][CH2:33][N:32]([CH2:35][CH2:36][O:37][C:38]2[CH:43]=[CH:42][N:41]3[C:44]([C:47](OCC)=[O:48])=[CH:45][N:46]=[C:40]3[CH:39]=2)[CH2:31][CH2:30]1, predict the reaction product. The product is: [CH3:28][N:29]1[CH2:30][CH2:31][N:32]([CH2:35][CH2:36][O:37][C:38]2[CH:43]=[CH:42][N:41]3[C:44]([C:47]([NH:17][C:12]4[CH:13]=[CH:14][CH:15]=[C:16]5[C:11]=4[CH:10]=[N:9][N:8]5[CH2:7][C:3]4[CH:2]=[N:1][CH:6]=[CH:5][CH:4]=4)=[O:48])=[CH:45][N:46]=[C:40]3[CH:39]=2)[CH2:33][CH2:34]1. (6) Given the reactants [Br:1][C:2]1[CH:3]=[C:4]([F:12])[C:5]([N:9]=[C:10]=[O:11])=[C:6]([F:8])[CH:7]=1.[CH:13]1([C:16]([N:18]2[CH2:22][CH2:21][C@@H:20]([CH2:23][C:24]([NH:26][NH2:27])=[O:25])[CH2:19]2)=[O:17])[CH2:15][CH2:14]1, predict the reaction product. The product is: [Br:1][C:2]1[CH:3]=[C:4]([F:12])[C:5]([NH:9][C:10]([NH:27][NH:26][C:24](=[O:25])[CH2:23][C@@H:20]2[CH2:21][CH2:22][N:18]([C:16]([CH:13]3[CH2:15][CH2:14]3)=[O:17])[CH2:19]2)=[O:11])=[C:6]([F:8])[CH:7]=1.